From a dataset of Forward reaction prediction with 1.9M reactions from USPTO patents (1976-2016). Predict the product of the given reaction. (1) Given the reactants [NH2:1][CH:2]1[CH2:7][CH2:6][N:5]([C:8]([O:10][C:11]([CH3:14])([CH3:13])[CH3:12])=[O:9])[CH2:4][CH:3]1[CH2:15][O:16][CH3:17].[C:18](Cl)(=[O:25])[C:19]1[CH:24]=[CH:23][CH:22]=[CH:21][CH:20]=1.C(N(CC)CC)C, predict the reaction product. The product is: [CH3:17][O:16][CH2:15][CH:3]1[CH:2]([NH:1][C:18]([C:19]2[CH:24]=[CH:23][CH:22]=[CH:21][CH:20]=2)=[O:25])[CH2:7][CH2:6][N:5]([C:8]([O:10][C:11]([CH3:12])([CH3:13])[CH3:14])=[O:9])[CH2:4]1. (2) Given the reactants [CH2:1]([O:3][C:4]([N:6]1[CH2:11][CH2:10][CH:9]([NH:12][S:13]([C:16]2[C:25]3[C:20](=[CH:21][CH:22]=[CH:23][CH:24]=3)[C:19]([CH2:26][NH2:27])=[CH:18][CH:17]=2)(=[O:15])=[O:14])[CH2:8][CH2:7]1)=[O:5])[CH3:2].N1C=CC=CC=1.[CH3:34][C:35]1[CH:43]=[CH:42][CH:41]=[CH:40][C:36]=1[C:37](Cl)=[O:38], predict the reaction product. The product is: [CH2:1]([O:3][C:4]([N:6]1[CH2:7][CH2:8][CH:9]([NH:12][S:13]([C:16]2[C:25]3[C:20](=[CH:21][CH:22]=[CH:23][CH:24]=3)[C:19]([CH2:26][NH:27][C:37](=[O:38])[C:36]3[CH:40]=[CH:41][CH:42]=[CH:43][C:35]=3[CH3:34])=[CH:18][CH:17]=2)(=[O:14])=[O:15])[CH2:10][CH2:11]1)=[O:5])[CH3:2].